Dataset: Forward reaction prediction with 1.9M reactions from USPTO patents (1976-2016). Task: Predict the product of the given reaction. Given the reactants [Cl:1][C:2]1[N:10]=[C:9]([CH3:11])[CH:8]=[CH:7][C:3]=1[C:4](O)=[O:5].Cl.[CH3:13][NH:14][O:15][CH3:16].CCN=C=NCCCN(C)C.C1C=CC2N(O)N=NC=2C=1.CCN(C(C)C)C(C)C, predict the reaction product. The product is: [Cl:1][C:2]1[N:10]=[C:9]([CH3:11])[CH:8]=[CH:7][C:3]=1[C:4]([N:14]([O:15][CH3:16])[CH3:13])=[O:5].